From a dataset of Forward reaction prediction with 1.9M reactions from USPTO patents (1976-2016). Predict the product of the given reaction. (1) The product is: [CH2:16]([C:13]1[CH:14]=[C:15]2[C:10]([CH2:9][CH2:8][N:7]=[C:6]2[CH2:5][O:25][CH3:24])=[CH:11][CH:12]=1)[CH3:17]. Given the reactants C[O-].[Na+].Cl[CH2:5][C:6]12OC(=O)C(=O)[N:7]1[CH2:8][CH2:9][C:10]1[C:15]2=[CH:14][C:13]([CH2:16][CH3:17])=[CH:12][CH:11]=1.C[CH2:24][O:25]C(C)=O.O, predict the reaction product. (2) Given the reactants [CH3:1][S:2][C:3]1[N:8]=[C:7]([CH:9]=O)[CH:6]=[CH:5][N:4]=1.[Cl-].[CH3:12][O:13][CH2:14][P+](C1C=CC=CC=1)(C1C=CC=CC=1)C1C=CC=CC=1, predict the reaction product. The product is: [CH3:12][O:13][CH:14]=[CH:9][C:7]1[CH:6]=[CH:5][N:4]=[C:3]([S:2][CH3:1])[N:8]=1. (3) Given the reactants [C:1]([C:5]1[C:14]2[O:13][CH2:12][CH2:11][N:10]([CH3:15])[C:9]=2[CH:8]=[C:7]([C:16](=[O:18])[CH3:17])[CH:6]=1)([CH3:4])([CH3:3])[CH3:2].[Br:19]Br, predict the reaction product. The product is: [Br:19][CH2:17][C:16]([C:7]1[CH:6]=[C:5]([C:1]([CH3:4])([CH3:2])[CH3:3])[C:14]2[O:13][CH2:12][CH2:11][N:10]([CH3:15])[C:9]=2[CH:8]=1)=[O:18]. (4) Given the reactants [C:1]([O:9][CH2:10][CH2:11][N:12]([CH2:21][C:22]([O:24]C(C)(C)C)=[O:23])[CH2:13][C:14](=[O:20])[O:15]C(C)(C)C)(=[O:8])/[CH:2]=[CH:3]/[C:4]([O:6][CH3:7])=[O:5].[ClH:29], predict the reaction product. The product is: [ClH:29].[CH3:7][O:6][C:4](=[O:5])/[CH:3]=[CH:2]/[C:1]([O:9][CH2:10][CH2:11][N:12]([CH2:13][C:14]([OH:20])=[O:15])[CH2:21][C:22]([OH:24])=[O:23])=[O:8].